Dataset: Forward reaction prediction with 1.9M reactions from USPTO patents (1976-2016). Task: Predict the product of the given reaction. Given the reactants [CH3:1][S:2]([C:5]1[CH:14]=[C:13]2[C:8]([CH:9]=[C:10]([N+:15]([O-])=O)[CH:11]=[N:12]2)=[CH:7][CH:6]=1)(=[O:4])=[O:3], predict the reaction product. The product is: [CH3:1][S:2]([C:5]1[CH:14]=[C:13]2[C:8]([CH:9]=[C:10]([NH2:15])[CH:11]=[N:12]2)=[CH:7][CH:6]=1)(=[O:4])=[O:3].